This data is from Forward reaction prediction with 1.9M reactions from USPTO patents (1976-2016). The task is: Predict the product of the given reaction. Given the reactants [Br:1][C:2]1[CH:7]=[C:6](Cl)[CH:5]=[CH:4][N:3]=1.[CH3:9][O-:10].[Na+], predict the reaction product. The product is: [Br:1][C:2]1[CH:7]=[C:6]([O:10][CH3:9])[CH:5]=[CH:4][N:3]=1.